Dataset: TCR-epitope binding with 47,182 pairs between 192 epitopes and 23,139 TCRs. Task: Binary Classification. Given a T-cell receptor sequence (or CDR3 region) and an epitope sequence, predict whether binding occurs between them. The epitope is KLSYGIATV. The TCR CDR3 sequence is CASRENYEQYF. Result: 1 (the TCR binds to the epitope).